Dataset: Full USPTO retrosynthesis dataset with 1.9M reactions from patents (1976-2016). Task: Predict the reactants needed to synthesize the given product. (1) Given the product [F:1][C:2]([F:15])([F:14])[S:3]([O:6][C:17]1[CH:26]=[CH:25][C:24]2[C:23](=[O:27])[CH2:22][CH2:21][CH2:20][C:19]=2[CH:18]=1)(=[O:5])=[O:4], predict the reactants needed to synthesize it. The reactants are: [F:1][C:2]([F:15])([F:14])[S:3]([O:6]S(C(F)(F)F)(=O)=O)(=[O:5])=[O:4].O[C:17]1[CH:18]=[C:19]2[C:24](=[CH:25][CH:26]=1)[C:23](=[O:27])[CH2:22][CH2:21][CH2:20]2.C(N(CC)CC)C. (2) Given the product [Cl:1][C:2]1[N:7]=[C:6]([NH:23][C:20]2[CH:19]=[CH:18][C:17]([O:16][CH2:15][CH2:14][O:13][CH3:12])=[CH:22][CH:21]=2)[C:5]([N+:9]([O-:11])=[O:10])=[CH:4][N:3]=1, predict the reactants needed to synthesize it. The reactants are: [Cl:1][C:2]1[N:7]=[C:6](Cl)[C:5]([N+:9]([O-:11])=[O:10])=[CH:4][N:3]=1.[CH3:12][O:13][CH2:14][CH2:15][O:16][C:17]1[CH:22]=[CH:21][C:20]([NH2:23])=[CH:19][CH:18]=1.C(N(CC)CC)C.